This data is from Forward reaction prediction with 1.9M reactions from USPTO patents (1976-2016). The task is: Predict the product of the given reaction. (1) Given the reactants [BrH:1].[CH3:2][NH:3][C:4]([C:6]1[CH:7]=[C:8]([O:12][C:13]2[CH:14]=[CH:15][C:16]([NH:19][C:20]([NH:22][C:23]3[CH:24]=[CH:25][C:26]([Cl:33])=[C:27]([C:29]([F:32])([F:31])[F:30])[CH:28]=3)=[O:21])=[CH:17][CH:18]=2)[CH:9]=[CH:10][N:11]=1)=[O:5].C(OC(C)C)(C)C, predict the reaction product. The product is: [CH3:2][NH:3][C:4]([C:6]1[CH:7]=[C:8]([O:12][C:13]2[CH:18]=[CH:17][C:16]([NH:19][C:20]([NH:22][C:23]3[CH:24]=[CH:25][C:26]([Cl:33])=[C:27]([C:29]([F:32])([F:30])[F:31])[CH:28]=3)=[O:21])=[CH:15][CH:14]=2)[CH:9]=[CH:10][N:11]=1)=[O:5].[BrH:1]. (2) Given the reactants [C:1]([C:3]1[CH:8]=[CH:7][C:6]([C:9]2[N:13]([C:14]3[CH:15]=[N:16][CH:17]=[CH:18][CH:19]=3)[N:12]=[C:11]([C:20]([OH:22])=O)[CH:10]=2)=[CH:5][CH:4]=1)#[N:2].[CH3:23][NH:24][CH2:25][CH3:26], predict the reaction product. The product is: [CH2:25]([N:24]([CH3:23])[C:20]([C:11]1[CH:10]=[C:9]([C:6]2[CH:5]=[CH:4][C:3]([C:1]#[N:2])=[CH:8][CH:7]=2)[N:13]([C:14]2[CH:15]=[N:16][CH:17]=[CH:18][CH:19]=2)[N:12]=1)=[O:22])[CH3:26]. (3) Given the reactants [NH2:1][C:2]1[S:3][CH:4]=[CH:5][C:6]=1[C:7]([O:9]C)=O.[N:11]1[CH:16]=[CH:15][CH:14]=[CH:13][C:12]=1[C:17]#[N:18].CC(C)([O-])C.[K+], predict the reaction product. The product is: [N:11]1[CH:16]=[CH:15][CH:14]=[CH:13][C:12]=1[C:17]1[N:18]=[C:7]([OH:9])[C:6]2[CH:5]=[CH:4][S:3][C:2]=2[N:1]=1. (4) Given the reactants [C:1]1([CH:7]2[CH2:12][CH2:11][C:10](=[N:13]O)[CH2:9][CH2:8]2)[CH:6]=[CH:5][CH:4]=[CH:3][CH:2]=1.[H-].[Al+3].[Li+].[H-].[H-].[H-].O.[OH-].[Na+], predict the reaction product. The product is: [C:1]1([CH:7]2[CH2:8][CH2:9][CH:10]([NH2:13])[CH2:11][CH2:12]2)[CH:6]=[CH:5][CH:4]=[CH:3][CH:2]=1. (5) Given the reactants Br[C:2]1[CH:3]=[C:4]2[C:9](=[CH:10][CH:11]=1)[CH2:8][C@@H:7]([NH:12][C:13](=[O:27])[C:14]1[CH:19]=[CH:18][C:17]([O:20][CH2:21][C@@H:22]3[CH2:26][CH2:25][CH2:24][O:23]3)=[CH:16][CH:15]=1)[CH2:6][CH2:5]2.[C:28]1(C)[CH:33]=CC=C[CH:29]=1.C([Sn](CCCC)(CCCC)CCCC)C=C, predict the reaction product. The product is: [CH2:33]([C:2]1[CH:3]=[C:4]2[C:9](=[CH:10][CH:11]=1)[CH2:8][C@@H:7]([NH:12][C:13](=[O:27])[C:14]1[CH:15]=[CH:16][C:17]([O:20][CH2:21][C@@H:22]3[CH2:26][CH2:25][CH2:24][O:23]3)=[CH:18][CH:19]=1)[CH2:6][CH2:5]2)[CH:28]=[CH2:29]. (6) Given the reactants O.[OH-].[Li+].C([O:6][C:7]([C:9]1[CH:14]=[CH:13][C:12]([B:15]([OH:17])[OH:16])=[C:11]([O:18][CH3:19])[CH:10]=1)=[O:8])C.O.Cl, predict the reaction product. The product is: [C:7]([C:9]1[CH:14]=[CH:13][C:12]([B:15]([OH:17])[OH:16])=[C:11]([O:18][CH3:19])[CH:10]=1)([OH:8])=[O:6]. (7) Given the reactants [CH:1]1([C@@:7]([C:22]([O:24][CH3:25])=[O:23])([CH3:21])[NH:8][C:9]([C:11]2[CH:16]=[CH:15][C:14]([F:17])=[CH:13][C:12]=2[N+:18]([O-])=O)=[O:10])[CH2:6][CH2:5][CH2:4][CH2:3][CH2:2]1.[H][H], predict the reaction product. The product is: [NH2:18][C:12]1[CH:13]=[C:14]([F:17])[CH:15]=[CH:16][C:11]=1[C:9]([NH:8][C@:7]([CH:1]1[CH2:2][CH2:3][CH2:4][CH2:5][CH2:6]1)([C:22]([O:24][CH3:25])=[O:23])[CH3:21])=[O:10].